This data is from CYP2C19 inhibition data for predicting drug metabolism from PubChem BioAssay. The task is: Regression/Classification. Given a drug SMILES string, predict its absorption, distribution, metabolism, or excretion properties. Task type varies by dataset: regression for continuous measurements (e.g., permeability, clearance, half-life) or binary classification for categorical outcomes (e.g., BBB penetration, CYP inhibition). Dataset: cyp2c19_veith. (1) The molecule is CCCCNS(=O)(=O)c1ccc(OC)c(Cl)c1Cl. The result is 1 (inhibitor). (2) The compound is COc1ccccc1CN1CCCC2(CCN(C(=O)c3cccn3C)CC2)C1. The result is 0 (non-inhibitor). (3) The molecule is COc1ncc2nc(C)c(=O)n(CCc3ccccc3)c2n1. The result is 1 (inhibitor). (4) The molecule is O=c1c(-c2ccccc2)nc2cnc(N3CCOCC3)nc2n1C1CC1. The result is 0 (non-inhibitor).